Dataset: Forward reaction prediction with 1.9M reactions from USPTO patents (1976-2016). Task: Predict the product of the given reaction. (1) Given the reactants O=[CH:2][CH2:3][CH2:4][NH:5][C:6](=[O:12])OC(C)(C)C.[CH2:13]([N:20]1[CH2:25][CH2:24][N:23]([NH2:26])[CH2:22][CH2:21]1)[C:14]1[CH:19]=[CH:18][CH:17]=[CH:16][CH:15]=1.Cl.C(OCC)(=O)C, predict the reaction product. The product is: [CH2:13]([N:20]1[CH2:21][CH2:22][N:23]([N:26]2[CH2:2][CH2:3][CH2:4][NH:5][C:6]2=[O:12])[CH2:24][CH2:25]1)[C:14]1[CH:15]=[CH:16][CH:17]=[CH:18][CH:19]=1. (2) The product is: [NH2:15][CH2:2][C:3]1[CH:11]=[CH:10][C:6]([C:7]([OH:9])=[O:8])=[CH:5][C:4]=1[N+:12]([O-:14])=[O:13]. Given the reactants Br[CH2:2][C:3]1[CH:11]=[CH:10][C:6]([C:7]([OH:9])=[O:8])=[CH:5][C:4]=1[N+:12]([O-:14])=[O:13].[NH3:15], predict the reaction product. (3) Given the reactants C([O:3][C:4](=O)[CH2:5][N:6]([C:14](=[O:19])[CH2:15][CH2:16][CH:17]=[CH2:18])[CH2:7][CH2:8][C:9]([O:11][CH2:12][CH3:13])=[O:10])C.CC[O-].[Na+].Cl.CCOC(C)=O, predict the reaction product. The product is: [O:3]=[C:4]1[CH2:5][N:6]([C:14](=[O:19])[CH2:15][CH2:16][CH:17]=[CH2:18])[CH2:7][CH:8]1[C:9]([O:11][CH2:12][CH3:13])=[O:10].